This data is from Full USPTO retrosynthesis dataset with 1.9M reactions from patents (1976-2016). The task is: Predict the reactants needed to synthesize the given product. (1) Given the product [CH3:41][O:42][N:43]=[C:11]([C:8]1[CH:9]=[CH:10][C:5]([CH2:4][C:3]2[CH:14]=[C:15]([C@H:18]3[C@H:23]([OH:24])[C@@H:22]([OH:25])[C@H:21]([OH:26])[C@@H:20]([CH2:27][OH:28])[O:19]3)[CH:16]=[CH:17][C:2]=2[Cl:1])=[CH:6][CH:7]=1)[CH3:12], predict the reactants needed to synthesize it. The reactants are: [Cl:1][C:2]1[CH:17]=[CH:16][C:15]([C@H:18]2[C@H:23]([OH:24])[C@@H:22]([OH:25])[C@H:21]([OH:26])[C@@H:20]([CH2:27][OH:28])[O:19]2)=[CH:14][C:3]=1[CH2:4][C:5]1[CH:10]=[CH:9][C:8]([C:11](=O)[CH3:12])=[CH:7][CH:6]=1.N1C=CC=CC=1.C([O-])(=O)C.[Na+].Cl.[CH3:41][O:42][NH2:43]. (2) Given the product [CH:28]1([C@H:23]([NH:22][C:20]([C:14]2[CH:15]=[CH:16][C:17]([CH3:19])=[CH:18][C:13]=2[NH:12][C:10]([NH:9][C:3]2[C:2]([CH3:1])=[CH:7][CH:6]=[CH:5][C:4]=2[CH3:8])=[O:11])=[O:21])[C:24]([O:26][CH3:27])=[O:25])[CH2:33][CH2:32][CH2:31][CH2:30][CH2:29]1, predict the reactants needed to synthesize it. The reactants are: [CH3:1][C:2]1[CH:7]=[CH:6][CH:5]=[C:4]([CH3:8])[C:3]=1[N:9]=[C:10]=[O:11].[NH2:12][C:13]1[CH:18]=[C:17]([CH3:19])[CH:16]=[CH:15][C:14]=1[C:20]([NH:22][C@@H:23]([CH:28]1[CH2:33][CH2:32][CH2:31][CH2:30][CH2:29]1)[C:24]([O:26][CH3:27])=[O:25])=[O:21].CCCCCC.C(OCC)(=O)C. (3) Given the product [Cl:1][C:2]1[N:7]=[C:6]2[S:8][C:9]([CH2:11][NH2:12])=[CH:10][C:5]2=[CH:4][CH:3]=1, predict the reactants needed to synthesize it. The reactants are: [Cl:1][C:2]1[N:7]=[C:6]2[S:8][C:9]([CH2:11][N:12]3C(=O)C4C(=CC=CC=4)C3=O)=[CH:10][C:5]2=[CH:4][CH:3]=1.NN.O. (4) Given the product [F:42][C:43]1[CH:44]=[C:45]2[C:49](=[CH:50][CH:51]=1)[CH:48]([NH:52][C:53]1[CH:62]=[CH:61][C:60]3[C:55](=[CH:56][CH:57]=[C:58]([NH:63][C:8](=[O:10])[CH2:7][C:3]4[CH:2]=[N:1][CH:6]=[CH:5][CH:4]=4)[CH:59]=3)[N:54]=1)[CH2:47][CH2:46]2, predict the reactants needed to synthesize it. The reactants are: [N:1]1[CH:6]=[CH:5][CH:4]=[C:3]([CH2:7][C:8]([OH:10])=O)[CH:2]=1.C(N(CC)C(C)C)(C)C.F[B-](F)(F)F.N1(OC(N(C)C)=[N+](C)C)C2C=CC=CC=2N=N1.[F:42][C:43]1[CH:44]=[C:45]2[C:49](=[CH:50][CH:51]=1)[CH:48]([NH:52][C:53]1[CH:62]=[CH:61][C:60]3[C:55](=[CH:56][CH:57]=[C:58]([NH2:63])[CH:59]=3)[N:54]=1)[CH2:47][CH2:46]2. (5) Given the product [CH3:38][O:40][C:16]1[CH:17]=[CH:18][C:12]2[S:11][C:10]([C:7]3[CH:8]=[CH:9][C:4]([NH:3][CH3:21])=[N:5][CH:6]=3)=[N:14][C:13]=2[CH:15]=1, predict the reactants needed to synthesize it. The reactants are: C([N:3]([CH3:21])[C:4]1[CH:9]=[CH:8][C:7]([C:10]2[S:11][C:12]3[CH:18]=[C:17](OC)[CH:16]=[CH:15][C:13]=3[N:14]=2)=[CH:6][N:5]=1)C.C(NC1N=CC(C2SC3C=[C:38]([OH:40])C=CC=3N=2)=CC=1)C. (6) Given the product [F:1][C:2]1[CH:3]=[C:4]([NH:5][C:22](=[O:23])[CH:16]([CH3:15])[C:17]([O:19][CH2:20][CH3:21])=[O:18])[CH:6]=[CH:7][CH:8]=1, predict the reactants needed to synthesize it. The reactants are: [F:1][C:2]1[CH:3]=[C:4]([CH:6]=[CH:7][CH:8]=1)[NH2:5].N1C=CC=CC=1.[CH3:15][CH:16]([C:22](OCC)=[O:23])[C:17]([O:19][CH2:20][CH3:21])=[O:18]. (7) Given the product [NH2:36][C:34]1[N:33]=[CH:32][N:31]=[C:30]2[N:29]([CH:37]([CH3:39])[CH3:38])[N:28]=[C:27]([C:9]3[CH:10]=[C:11]4[C:15](=[CH:16][CH:17]=3)[N:14]([C:18]([O:20][C:21]([CH3:22])([CH3:23])[CH3:24])=[O:19])[CH:13]=[CH:12]4)[C:35]=12, predict the reactants needed to synthesize it. The reactants are: CC1(C)C(C)(C)OB([C:9]2[CH:10]=[C:11]3[C:15](=[CH:16][CH:17]=2)[N:14]([C:18]([O:20][C:21]([CH3:24])([CH3:23])[CH3:22])=[O:19])[CH:13]=[CH:12]3)O1.I[C:27]1[C:35]2[C:30](=[N:31][CH:32]=[N:33][C:34]=2[NH2:36])[N:29]([CH:37]([CH3:39])[CH3:38])[N:28]=1.C([O-])([O-])=O.[Na+].[Na+].